Dataset: Reaction yield outcomes from USPTO patents with 853,638 reactions. Task: Predict the reaction yield, written as a fraction of the theoretical maximum amount of product (1.0 means a 100% yield; for example, 0.34 means a 34% yield). The reactants are [C:1]([NH2:9])(=[O:8])[C:2]1[CH:7]=[CH:6][CH:5]=[CH:4][CH:3]=1.[C:10]([OH:14])(=[O:13])[CH:11]=[O:12]. The catalyst is CC(C)=O. The product is [C:1]([NH:9][CH:11]([OH:12])[C:10]([OH:14])=[O:13])(=[O:8])[C:2]1[CH:7]=[CH:6][CH:5]=[CH:4][CH:3]=1. The yield is 1.00.